This data is from NCI-60 drug combinations with 297,098 pairs across 59 cell lines. The task is: Regression. Given two drug SMILES strings and cell line genomic features, predict the synergy score measuring deviation from expected non-interaction effect. Drug 1: C1=CC(=C2C(=C1NCCNCCO)C(=O)C3=C(C=CC(=C3C2=O)O)O)NCCNCCO. Drug 2: C1=NC2=C(N1)C(=S)N=C(N2)N. Cell line: OVCAR-8. Synergy scores: CSS=39.7, Synergy_ZIP=-5.83, Synergy_Bliss=-7.49, Synergy_Loewe=-10.5, Synergy_HSA=-4.30.